Dataset: Full USPTO retrosynthesis dataset with 1.9M reactions from patents (1976-2016). Task: Predict the reactants needed to synthesize the given product. Given the product [OH:34][C@@H:32]([C@H:10]1[C:9](=[O:35])[N:8]2[C:7]([C:5]([O:4][CH2:1][CH:2]=[CH2:3])=[O:6])=[C:13]([C:15]3[S:19][C:18]4=[C:20]([C:23]([C:25]5[CH:26]=[N:27][CH:28]=[CH:29][CH:30]=5)=[O:24])[N:21]=[CH:22][N:17]4[CH:16]=3)[C@H:12]([CH3:31])[C@H:11]12)[CH3:33], predict the reactants needed to synthesize it. The reactants are: [CH2:1]([O:4][C:5]([C:7](=P(C1C=CC=CC=1)(C1C=CC=CC=1)C1C=CC=CC=1)[N:8]1[C@H:11]([C@@H:12]([CH3:31])[C:13]([C:15]2[S:19][C:18]3=[C:20]([C:23]([C:25]4[CH:26]=[N:27][CH:28]=[CH:29][CH:30]=4)=[O:24])[N:21]=[CH:22][N:17]3[CH:16]=2)=O)[C@@H:10]([C@H:32]([OH:34])[CH3:33])[C:9]1=[O:35])=[O:6])[CH:2]=[CH2:3].